This data is from Full USPTO retrosynthesis dataset with 1.9M reactions from patents (1976-2016). The task is: Predict the reactants needed to synthesize the given product. (1) Given the product [CH2:1]([O:8][N:9]1[C:21]2[C:20]3[CH:19]=[CH:18][CH:17]=[CH:16][C:15]=3[N:14]=[C:13]([NH2:40])[C:12]=2[N:11]=[C:10]1[CH2:22][CH2:23][CH3:24])[C:2]1[CH:7]=[CH:6][CH:5]=[CH:4][CH:3]=1, predict the reactants needed to synthesize it. The reactants are: [CH2:1]([O:8][N:9]1[C:21]2[C:20]3[CH:19]=[CH:18][CH:17]=[CH:16][C:15]=3[N:14]=[CH:13][C:12]=2[N:11]=[C:10]1[CH2:22][CH2:23][CH3:24])[C:2]1[CH:7]=[CH:6][CH:5]=[CH:4][CH:3]=1.ClC1C=C(C=CC=1)C(OO)=O.ClC(Cl)(Cl)C([N:40]=C=O)=O. (2) Given the product [CH:27]1([CH2:30][N:15]([C:3]2[C:2]([CH3:1])=[CH:11][C:10]3[C:9]([CH3:12])=[CH:8][CH2:7][C:6]([CH3:14])([CH3:13])[C:5]=3[CH:4]=2)[C:16]2[CH:17]=[CH:18][C:19]([C:20]([O:22][CH2:23][CH3:24])=[O:21])=[CH:25][CH:26]=2)[CH2:29][CH2:28]1, predict the reactants needed to synthesize it. The reactants are: [CH3:1][C:2]1[C:3]([NH:15][C:16]2[CH:26]=[CH:25][C:19]([C:20]([O:22][CH2:23][CH3:24])=[O:21])=[CH:18][CH:17]=2)=[CH:4][C:5]2[C:6]([CH3:14])([CH3:13])[CH2:7][CH:8]=[C:9]([CH3:12])[C:10]=2[CH:11]=1.[CH:27]1([CH:30]=O)[CH2:29][CH2:28]1. (3) The reactants are: C(N(S(F)(F)[F:7])CC)C.[NH2:10][C:11]1[CH:16]=[C:15]([C:17]2[CH:22]=[CH:21][C:20]([CH2:23]O)=[CH:19][CH:18]=2)[N:14]=[C:13]([C:25]([O:27][CH3:28])=[O:26])[C:12]=1[Cl:29]. Given the product [NH2:10][C:11]1[CH:16]=[C:15]([C:17]2[CH:22]=[CH:21][C:20]([CH2:23][F:7])=[CH:19][CH:18]=2)[N:14]=[C:13]([C:25]([O:27][CH3:28])=[O:26])[C:12]=1[Cl:29], predict the reactants needed to synthesize it. (4) Given the product [N:10]1([C:3]2[C:4]3=[N:5][CH:6]=[CH:7][CH:8]=[C:9]3[N:1]([S:49]([C:45]3[CH:46]=[CH:47][CH:48]=[C:43]([N:38]4[CH2:42][CH2:41][CH2:40][CH2:39]4)[CH:44]=3)(=[O:50])=[O:51])[CH:2]=2)[CH2:11][CH2:12][NH:13][CH2:14][CH2:15]1, predict the reactants needed to synthesize it. The reactants are: [NH:1]1[C:9]2[C:4](=[N:5][CH:6]=[CH:7][CH:8]=2)[C:3]([N:10]2[CH2:15][CH2:14][N:13](C(OC(C)(C)C)=O)[CH2:12][CH2:11]2)=[CH:2]1.CN(C)C=O.C[Si]([N-][Si](C)(C)C)(C)C.[Na+].[N:38]1([C:43]2[CH:44]=[C:45]([S:49](Cl)(=[O:51])=[O:50])[CH:46]=[CH:47][CH:48]=2)[CH2:42][CH2:41][CH2:40][CH2:39]1.CN(CC)C.C(Cl)Cl.FC(F)(F)C(O)=O. (5) The reactants are: [C:1]([C:3]1[CH:4]=[C:5](B(O)O)[CH:6]=[CH:7][CH:8]=1)#[N:2].[C:12]([O:16][C:17]([N:19]1[CH2:24][CH:23]=[C:22](OS(C(F)(F)F)(=O)=O)[CH2:21][CH2:20]1)=[O:18])([CH3:15])([CH3:14])[CH3:13]. Given the product [C:12]([O:16][C:17]([N:19]1[CH2:20][CH:21]=[C:22]([C:5]2[CH:6]=[CH:7][CH:8]=[C:3]([C:1]#[N:2])[CH:4]=2)[CH2:23][CH2:24]1)=[O:18])([CH3:15])([CH3:13])[CH3:14], predict the reactants needed to synthesize it. (6) Given the product [OH:84][C@@H:85]1[C@@:110]2([CH3:111])[C:89](=[CH:90][CH:91]=[C:92]3[C@@H:109]2[CH2:108][CH2:107][C@@:106]2([CH3:112])[C@H:93]3[CH2:94][CH:95]=[C:96]2[C@@H:97]([O:99][CH2:100][C@@H:101]([OH:105])[CH:102]([CH3:104])[CH3:103])[CH3:98])[CH2:88][C@@H:87]([OH:113])[CH2:86]1, predict the reactants needed to synthesize it. The reactants are: [Si](O[C@@H]1[C@@]2(C)C(=CC=C3[C@@H]2CC[C@@]2(C)[C@H]3CC=C2[C@@H](O)C)C[C@@H](O[Si](C(C)(C)C)(C)C)C1)(C(C)(C)C)(C)C.CC(C)([O-])C.[K+].C1OCCOC2C(=CC=CC=2)OCCOCCOC2C(=CC=CC=2)OC1.O1[C@@H](C(C)C)C1.[Si]([O:84][C@@H:85]1[C@@:110]2([CH3:111])[C:89](=[CH:90][CH:91]=[C:92]3[C@@H:109]2[CH2:108][CH2:107][C@@:106]2([CH3:112])[C@H:93]3[CH2:94][CH:95]=[C:96]2[C@@H:97]([O:99][CH2:100][C@@H:101]([OH:105])[CH:102]([CH3:104])[CH3:103])[CH3:98])[CH2:88][C@@H:87]([O:113][Si](C(C)(C)C)(C)C)[CH2:86]1)(C(C)(C)C)(C)C.[F-].C([N+](CCCC)(CCCC)CCCC)CCC. (7) Given the product [F:19][C:14]1[CH:13]=[C:12]([C:7]2[CH:8]=[N:9][C:10]3[C:5]([N:6]=2)=[C:4]([C:20]([NH:22][CH2:23][C:24]([OH:26])=[O:25])=[O:21])[C:3]([OH:29])=[C:2]([C:35]2[CH:34]=[CH:33][CH:32]=[C:31]([F:30])[CH:36]=2)[CH:11]=3)[CH:17]=[CH:16][C:15]=1[F:18], predict the reactants needed to synthesize it. The reactants are: Br[C:2]1[CH:11]=[C:10]2[C:5]([N:6]=[C:7]([C:12]3[CH:17]=[CH:16][C:15]([F:18])=[C:14]([F:19])[CH:13]=3)[CH:8]=[N:9]2)=[C:4]([C:20]([NH:22][CH2:23][C:24]([O:26]CC)=[O:25])=[O:21])[C:3]=1[OH:29].[F:30][C:31]1[CH:32]=[C:33](B(O)O)[CH:34]=[CH:35][CH:36]=1.C(=O)([O-])[O-].[K+].[K+].[OH-].[Na+].